This data is from Full USPTO retrosynthesis dataset with 1.9M reactions from patents (1976-2016). The task is: Predict the reactants needed to synthesize the given product. (1) Given the product [C:1]([O:5][C:6](=[O:26])[NH:7][N:8]1[C:17](=[O:18])[C:16]2[C:11](=[C:12]([Cl:21])[C:13]([N:27]3[CH2:31][CH2:30][CH:29]([CH2:39][NH:36][S:42]([CH3:41])(=[O:44])=[O:43])[CH2:28]3)=[C:14]([F:19])[CH:15]=2)[N:10]([CH:22]2[CH2:24][CH2:23]2)[C:9]1=[O:25])([CH3:3])([CH3:2])[CH3:4], predict the reactants needed to synthesize it. The reactants are: [C:1]([O:5][C:6](=[O:26])[NH:7][N:8]1[C:17](=[O:18])[C:16]2[C:11](=[C:12]([Cl:21])[C:13](F)=[C:14]([F:19])[CH:15]=2)[N:10]([CH:22]2[CH2:24][CH2:23]2)[C:9]1=[O:25])([CH3:4])([CH3:3])[CH3:2].[NH:27]1[CH2:31][CH2:30][CH:29](NC)[CH2:28]1.C([N:36]([CH2:39]C)CC)C.[CH3:41][S:42](Cl)(=[O:44])=[O:43]. (2) The reactants are: [NH2:1][C:2]1[NH:3][N:4]([C:7]2[CH:12]=[CH:11][C:10]([O:13][CH2:14][C:15]3[CH:20]=[CH:19][CH:18]=[CH:17][CH:16]=3)=[CH:9][C:8]=2[F:21])[CH2:5][CH:6]=1. Given the product [NH2:1][C:2]1[CH:6]=[CH:5][N:4]([C:7]2[CH:12]=[CH:11][C:10]([O:13][CH2:14][C:15]3[CH:20]=[CH:19][CH:18]=[CH:17][CH:16]=3)=[CH:9][C:8]=2[F:21])[N:3]=1, predict the reactants needed to synthesize it. (3) Given the product [Cl:1][C:2]1[C:3]([NH:16][C:17]2[N:22]=[C:21]([NH:23][CH:33]3[CH2:34][CH2:35]3)[C:20]3=[N:36][CH:37]=[C:38]([C:39]#[N:40])[N:19]3[N:18]=2)=[CH:4][C:5]([C:14]#[N:15])=[CH:6][C:7]=1[CH:8]1[CH2:9][CH2:10][N:11]([CH2:42][C:43]([NH:45][CH3:46])=[O:44])[CH2:12][CH2:13]1, predict the reactants needed to synthesize it. The reactants are: [Cl:1][C:2]1[C:7]([CH:8]2[CH2:13][CH2:12][NH:11][CH2:10][CH2:9]2)=[CH:6][C:5]([C:14]#[N:15])=[CH:4][C:3]=1[NH:16][C:17]1[N:22]=[C:21]([N:23]([CH:33]2[CH2:35][CH2:34]2)CC2C=CC(OC)=CC=2)[C:20]2=[N:36][CH:37]=[C:38]([C:39]#[N:40])[N:19]2[N:18]=1.Cl[CH2:42][C:43]([NH:45][CH3:46])=[O:44].[I-].[Na+].CCN(CC)CC.C(O)(C(F)(F)F)=O.C1(OC)C=CC=CC=1. (4) Given the product [Cl:1][C:2]1[CH:3]=[CH:4][C:5]([O:45][CH:46]([F:47])[F:48])=[C:6]([C:8]2[C:12]([NH:13][C:14]([C:16]3[CH:17]=[N:18][N:19]4[CH:24]=[CH:23][CH:22]=[N:21][C:20]=34)=[O:15])=[CH:11][N:10]([CH2:25][C:26]([N:28]3[CH2:29][CH2:30][CH:31]([C:34]([O:36][CH2:37][CH2:38][N:39]([CH3:44])[CH3:40])=[O:35])[CH2:32][CH2:33]3)=[O:27])[N:9]=2)[CH:7]=1, predict the reactants needed to synthesize it. The reactants are: [Cl:1][C:2]1[CH:3]=[CH:4][C:5]([O:45][CH:46]([F:48])[F:47])=[C:6]([C:8]2[C:12]([NH:13][C:14]([C:16]3[CH:17]=[N:18][N:19]4[CH:24]=[CH:23][CH:22]=[N:21][C:20]=34)=[O:15])=[CH:11][N:10]([CH2:25][C:26]([N:28]3[CH2:33][CH2:32][CH:31]([C:34]([O:36][CH2:37][CH2:38][N:39]4[CH2:44]COC[CH2:40]4)=[O:35])[CH2:30][CH2:29]3)=[O:27])[N:9]=2)[CH:7]=1.CN(C)CCO.